Dataset: Merck oncology drug combination screen with 23,052 pairs across 39 cell lines. Task: Regression. Given two drug SMILES strings and cell line genomic features, predict the synergy score measuring deviation from expected non-interaction effect. (1) Drug 1: Cn1c(=O)n(-c2ccc(C(C)(C)C#N)cc2)c2c3cc(-c4cnc5ccccc5c4)ccc3ncc21. Drug 2: Cn1cc(-c2cnn3c(N)c(Br)c(C4CCCNC4)nc23)cn1. Cell line: UWB1289BRCA1. Synergy scores: synergy=-18.5. (2) Drug 1: CC(=O)OC1C(=O)C2(C)C(O)CC3OCC3(OC(C)=O)C2C(OC(=O)c2ccccc2)C2(O)CC(OC(=O)C(O)C(NC(=O)c3ccccc3)c3ccccc3)C(C)=C1C2(C)C. Drug 2: CC(C)CC(NC(=O)C(Cc1ccccc1)NC(=O)c1cnccn1)B(O)O. Cell line: ZR751. Synergy scores: synergy=-13.7.